Task: Regression/Classification. Given a drug SMILES string, predict its toxicity properties. Task type varies by dataset: regression for continuous values (e.g., LD50, hERG inhibition percentage) or binary classification for toxic/non-toxic outcomes (e.g., AMES mutagenicity, cardiotoxicity, hepatotoxicity). Dataset: herg_karim.. Dataset: hERG potassium channel inhibition data for cardiac toxicity prediction from Karim et al. (1) The molecule is CS(=O)(=O)c1ccc(C(=O)Nc2ccc(Cl)c(-c3ccccn3)c2)c(Cl)c1. The result is 0 (non-blocker). (2) The compound is CN(C)CCCCc1ccc(C2(C)COC2)cc1. The result is 0 (non-blocker). (3) The molecule is CC(=O)Nc1ccc(S(=O)(=O)Nc2ccccc2C(=O)c2ccccc2)cc1. The result is 0 (non-blocker). (4) The compound is N[C@@H]1CCCN(c2c(Cl)cccc2C=C2SC(O)=NC2=O)C1. The result is 0 (non-blocker).